Dataset: NCI-60 drug combinations with 297,098 pairs across 59 cell lines. Task: Regression. Given two drug SMILES strings and cell line genomic features, predict the synergy score measuring deviation from expected non-interaction effect. (1) Drug 1: CC1=C(C=C(C=C1)NC2=NC=CC(=N2)N(C)C3=CC4=NN(C(=C4C=C3)C)C)S(=O)(=O)N.Cl. Drug 2: C1=NNC2=C1C(=O)NC=N2. Cell line: A549. Synergy scores: CSS=-1.59, Synergy_ZIP=-1.17, Synergy_Bliss=-4.80, Synergy_Loewe=-6.65, Synergy_HSA=-6.11. (2) Drug 1: CC1=C2C(C(=O)C3(C(CC4C(C3C(C(C2(C)C)(CC1OC(=O)C(C(C5=CC=CC=C5)NC(=O)OC(C)(C)C)O)O)OC(=O)C6=CC=CC=C6)(CO4)OC(=O)C)OC)C)OC. Drug 2: CN(CC1=CN=C2C(=N1)C(=NC(=N2)N)N)C3=CC=C(C=C3)C(=O)NC(CCC(=O)O)C(=O)O. Cell line: A549. Synergy scores: CSS=45.7, Synergy_ZIP=-11.6, Synergy_Bliss=-19.7, Synergy_Loewe=-21.1, Synergy_HSA=-11.6. (3) Drug 1: CCC1(CC2CC(C3=C(CCN(C2)C1)C4=CC=CC=C4N3)(C5=C(C=C6C(=C5)C78CCN9C7C(C=CC9)(C(C(C8N6C)(C(=O)OC)O)OC(=O)C)CC)OC)C(=O)OC)O.OS(=O)(=O)O. Drug 2: N.N.Cl[Pt+2]Cl. Cell line: SW-620. Synergy scores: CSS=26.8, Synergy_ZIP=-3.22, Synergy_Bliss=0.723, Synergy_Loewe=4.19, Synergy_HSA=2.34. (4) Drug 1: CCC1(CC2CC(C3=C(CCN(C2)C1)C4=CC=CC=C4N3)(C5=C(C=C6C(=C5)C78CCN9C7C(C=CC9)(C(C(C8N6C=O)(C(=O)OC)O)OC(=O)C)CC)OC)C(=O)OC)O.OS(=O)(=O)O. Drug 2: CC1C(C(CC(O1)OC2CC(CC3=C2C(=C4C(=C3O)C(=O)C5=CC=CC=C5C4=O)O)(C(=O)C)O)N)O. Cell line: M14. Synergy scores: CSS=45.7, Synergy_ZIP=5.77, Synergy_Bliss=7.24, Synergy_Loewe=5.70, Synergy_HSA=7.22.